Dataset: Forward reaction prediction with 1.9M reactions from USPTO patents (1976-2016). Task: Predict the product of the given reaction. (1) The product is: [CH3:12][O:13][C:2]1[S:3][CH:4]=[C:5]([CH2:7][C:8]([O-:10])=[O:9])[N:6]=1.[Na+:14]. Given the reactants Br[C:2]1[S:3][CH:4]=[C:5]([CH2:7][C:8]([O:10]C)=[O:9])[N:6]=1.[CH3:12][O-:13].[Na+:14], predict the reaction product. (2) Given the reactants [Cl:1][C:2]1[CH:24]=[CH:23][C:22]([F:25])=[CH:21][C:3]=1[O:4][C:5]1[CH:10]=[CH:9][C:8]([N:11]2[CH:15]=[C:14]([C:16]([O:18]CC)=[O:17])[CH:13]=[N:12]2)=[CH:7][CH:6]=1.[OH-].[Na+], predict the reaction product. The product is: [Cl:1][C:2]1[CH:24]=[CH:23][C:22]([F:25])=[CH:21][C:3]=1[O:4][C:5]1[CH:6]=[CH:7][C:8]([N:11]2[CH:15]=[C:14]([C:16]([OH:18])=[O:17])[CH:13]=[N:12]2)=[CH:9][CH:10]=1. (3) Given the reactants [OH:1][C:2]1[C:12]2[CH2:11][CH2:10][N:9]([C:13](=[O:18])[C:14]([F:17])([F:16])[F:15])[CH2:8][CH2:7][C:6]=2[CH:5]=[CH:4][C:3]=1[CH2:19][CH2:20][CH3:21].C(N(CC)CC)C.[F:29][C:30]([F:43])([F:42])[S:31](O[S:31]([C:30]([F:43])([F:42])[F:29])(=[O:33])=[O:32])(=[O:33])=[O:32], predict the reaction product. The product is: [CH2:19]([C:3]1[CH:4]=[CH:5][C:6]2[CH2:7][CH2:8][N:9]([C:13](=[O:18])[C:14]([F:17])([F:15])[F:16])[CH2:10][CH2:11][C:12]=2[C:2]=1[O:1][S:31]([C:30]([F:43])([F:42])[F:29])(=[O:33])=[O:32])[CH2:20][CH3:21]. (4) Given the reactants [NH2:1][CH:2]1[C:6]2[CH:7]=[CH:8][CH:9]=[CH:10][C:5]=2[O:4][CH:3]1[C:11]([NH2:13])=[O:12].C(Cl)(=O)[C:15](Cl)=[O:16], predict the reaction product. The product is: [NH:1]1[C:2]2[C:6]3[CH:7]=[CH:8][CH:9]=[CH:10][C:5]=3[O:4][C:3]=2[C:11](=[O:12])[NH:13][C:15]1=[O:16]. (5) Given the reactants [C:1](N1C=CN=C1)(N1C=CN=C1)=[O:2].[NH2:13][C:14]1[N:18]([CH3:19])[C:17]2[CH:20]=[CH:21][CH:22]=[CH:23][C:16]=2[N:15]=1.CCN(C(C)C)C(C)C.[CH3:33][C:34]1[C:35]([CH2:40][N:41]([CH2:48][C:49]2[C:54]([CH3:55])=[CH:53][CH:52]=[CH:51][N:50]=2)[CH:42]2[CH2:47][CH2:46][NH:45][CH2:44][CH2:43]2)=[N:36][CH:37]=[CH:38][CH:39]=1, predict the reaction product. The product is: [CH3:19][N:18]1[C:17]2[CH:20]=[CH:21][CH:22]=[CH:23][C:16]=2[N:15]=[C:14]1[NH:13][C:1]([N:45]1[CH2:46][CH2:47][CH:42]([N:41]([CH2:48][C:49]2[C:54]([CH3:55])=[CH:53][CH:52]=[CH:51][N:50]=2)[CH2:40][C:35]2[C:34]([CH3:33])=[CH:39][CH:38]=[CH:37][N:36]=2)[CH2:43][CH2:44]1)=[O:2]. (6) The product is: [CH2:21]([O:23][C:24]([CH:12]1[C:20]2[C:15](=[CH:16][CH:17]=[CH:18][CH:19]=2)[CH2:14][O:13]1)=[O:25])[CH3:22]. Given the reactants [Li]CCCC.C1CCCCC1.[CH2:12]1[C:20]2[C:15](=[CH:16][CH:17]=[CH:18][CH:19]=2)[CH2:14][O:13]1.[CH2:21]([O:23][C:24](Cl)=[O:25])[CH3:22], predict the reaction product.